This data is from NCI-60 drug combinations with 297,098 pairs across 59 cell lines. The task is: Regression. Given two drug SMILES strings and cell line genomic features, predict the synergy score measuring deviation from expected non-interaction effect. Drug 1: CC1=C2C(C(=O)C3(C(CC4C(C3C(C(C2(C)C)(CC1OC(=O)C(C(C5=CC=CC=C5)NC(=O)OC(C)(C)C)O)O)OC(=O)C6=CC=CC=C6)(CO4)OC(=O)C)OC)C)OC. Drug 2: CC1CCC2CC(C(=CC=CC=CC(CC(C(=O)C(C(C(=CC(C(=O)CC(OC(=O)C3CCCCN3C(=O)C(=O)C1(O2)O)C(C)CC4CCC(C(C4)OC)OCCO)C)C)O)OC)C)C)C)OC. Cell line: NCI-H226. Synergy scores: CSS=46.5, Synergy_ZIP=7.76, Synergy_Bliss=7.51, Synergy_Loewe=6.75, Synergy_HSA=12.2.